This data is from Reaction yield outcomes from USPTO patents with 853,638 reactions. The task is: Predict the reaction yield, written as a fraction of the theoretical maximum amount of product (1.0 means a 100% yield; for example, 0.34 means a 34% yield). The reactants are C1(CBr)CC1.Br[CH2:7][CH:8]1[CH2:13][CH2:12][CH2:11][CH2:10][O:9]1.[CH3:14][C:15]1[N:16]=[C:17]([N:25]2[CH2:29][CH2:28][NH:27][C:26]2=[O:30])[S:18][C:19]=1[C:20]([O:22][CH2:23][CH3:24])=[O:21]. No catalyst specified. The product is [CH3:14][C:15]1[N:16]=[C:17]([N:25]2[CH2:29][CH2:28][N:27]([CH2:7][CH:8]3[CH2:13][CH2:12][CH2:11][CH2:10][O:9]3)[C:26]2=[O:30])[S:18][C:19]=1[C:20]([O:22][CH2:23][CH3:24])=[O:21]. The yield is 0.390.